Dataset: CYP1A2 inhibition data for predicting drug metabolism from PubChem BioAssay. Task: Regression/Classification. Given a drug SMILES string, predict its absorption, distribution, metabolism, or excretion properties. Task type varies by dataset: regression for continuous measurements (e.g., permeability, clearance, half-life) or binary classification for categorical outcomes (e.g., BBB penetration, CYP inhibition). Dataset: cyp1a2_veith. (1) The molecule is COC(=O)c1sccc1NC(=O)CSc1cc(Cl)ccc1Cl. The result is 1 (inhibitor). (2) The drug is CC(O)(CS(=O)(=O)c1ccccc1)C(=O)Nc1cccc(C(F)(F)F)c1. The result is 0 (non-inhibitor).